Predict which catalyst facilitates the given reaction. From a dataset of Catalyst prediction with 721,799 reactions and 888 catalyst types from USPTO. (1) Reactant: [Cl:1][C:2]1[C:3]([CH2:8][NH:9][C:10]([C@@H:12]2[CH2:17][N:16]([C:18]([O:20][CH2:21][C:22]3[CH:27]=[CH:26][CH:25]=[CH:24][CH:23]=3)=[O:19])[C@@H:15]([CH2:28][O:29][CH3:30])[CH2:14][CH2:13]2)=O)=[N:4][CH:5]=[CH:6][N:7]=1.O=P(Cl)(Cl)Cl.C([O-])(O)=O.[Na+]. Product: [CH2:21]([O:20][C:18]([N:16]1[CH2:17][C@H:12]([C:10]2[N:4]3[CH:5]=[CH:6][N:7]=[C:2]([Cl:1])[C:3]3=[CH:8][N:9]=2)[CH2:13][CH2:14][C@H:15]1[CH2:28][O:29][CH3:30])=[O:19])[C:22]1[CH:27]=[CH:26][CH:25]=[CH:24][CH:23]=1. The catalyst class is: 23. (2) Reactant: [OH:1]S(O)(=O)=O.[C:6]([O:10][C:11](=[O:27])[N:12]([CH2:16][C:17]1[CH:22]=[C:21]([CH2:23][CH2:24][OH:25])[CH:20]=[CH:19][C:18]=1[Cl:26])[CH:13]1[CH2:15][CH2:14]1)([CH3:9])([CH3:8])[CH3:7]. Product: [C:6]([O:10][C:11]([N:12]([CH2:16][C:17]1[CH:22]=[C:21]([CH2:23][C:24]([OH:1])=[O:25])[CH:20]=[CH:19][C:18]=1[Cl:26])[CH:13]1[CH2:14][CH2:15]1)=[O:27])([CH3:9])([CH3:7])[CH3:8]. The catalyst class is: 283.